From a dataset of NCI-60 drug combinations with 297,098 pairs across 59 cell lines. Regression. Given two drug SMILES strings and cell line genomic features, predict the synergy score measuring deviation from expected non-interaction effect. (1) Drug 1: C1=CC(=CC=C1CCC2=CNC3=C2C(=O)NC(=N3)N)C(=O)NC(CCC(=O)O)C(=O)O. Drug 2: C1=NC2=C(N=C(N=C2N1C3C(C(C(O3)CO)O)O)F)N. Cell line: MOLT-4. Synergy scores: CSS=57.1, Synergy_ZIP=-2.29, Synergy_Bliss=-6.51, Synergy_Loewe=-10.0, Synergy_HSA=-6.18. (2) Drug 1: C1C(C(OC1N2C=NC3=C(N=C(N=C32)Cl)N)CO)O. Drug 2: CC1=C2C(C(=O)C3(C(CC4C(C3C(C(C2(C)C)(CC1OC(=O)C(C(C5=CC=CC=C5)NC(=O)C6=CC=CC=C6)O)O)OC(=O)C7=CC=CC=C7)(CO4)OC(=O)C)O)C)OC(=O)C. Cell line: TK-10. Synergy scores: CSS=10.8, Synergy_ZIP=-5.00, Synergy_Bliss=1.03, Synergy_Loewe=-8.09, Synergy_HSA=-2.55.